Dataset: Reaction yield outcomes from USPTO patents with 853,638 reactions. Task: Predict the reaction yield, written as a fraction of the theoretical maximum amount of product (1.0 means a 100% yield; for example, 0.34 means a 34% yield). (1) The reactants are [OH:1][C:2]1[CH:7]=[CH:6][C:5]([CH2:8][C:9]([O:11]C)=[O:10])=[CH:4][CH:3]=1.Cl[CH2:14][C:15]1[C:24]2[C:19](=[CH:20][CH:21]=[CH:22][CH:23]=2)[N:18]=[C:17]([CH3:25])[CH:16]=1.C(=O)([O-])[O-].[Cs+].[Cs+]. The catalyst is C1COCC1.[I-].[Na+]. The product is [CH3:25][C:17]1[CH:16]=[C:15]([CH2:14][O:1][C:2]2[CH:3]=[CH:4][C:5]([CH2:8][C:9]([OH:11])=[O:10])=[CH:6][CH:7]=2)[C:24]2[C:19](=[CH:20][CH:21]=[CH:22][CH:23]=2)[N:18]=1. The yield is 0.760. (2) The reactants are [Cl:1][C:2]1[N:7]=[C:6](Cl)[C:5]([C:9]([O:11][CH3:12])=[O:10])=[CH:4][N:3]=1.[CH:13]1(B(O)O)[CH2:15][CH2:14]1.[O-]P([O-])([O-])=O.[K+].[K+].[K+]. The catalyst is C1COCC1.C1C=CC(P(C2C=CC=CC=2)[C-]2C=CC=C2)=CC=1.C1C=CC(P(C2C=CC=CC=2)[C-]2C=CC=C2)=CC=1.Cl[Pd]Cl.[Fe+2]. The product is [Cl:1][C:2]1[N:7]=[C:6]([CH:13]2[CH2:15][CH2:14]2)[C:5]([C:9]([O:11][CH3:12])=[O:10])=[CH:4][N:3]=1. The yield is 0.260. (3) The reactants are [Cl:1][C:2]1[N:7]=[CH:6][N:5]=[C:4]([NH2:8])[C:3]=1[NH2:9].[C:10]1([C:20](O)=O)[C:19]2[C:14](=[CH:15][CH:16]=[CH:17][CH:18]=2)[CH:13]=[CH:12][CH:11]=1.P(Cl)(Cl)(Cl)=O. No catalyst specified. The product is [Cl:1][C:2]1[N:7]=[CH:6][N:5]=[C:4]2[C:3]=1[N:9]=[C:20]([C:10]1[C:19]3[C:14](=[CH:15][CH:16]=[CH:17][CH:18]=3)[CH:13]=[CH:12][CH:11]=1)[NH:8]2. The yield is 0.800. (4) The reactants are [O:1]=[C:2]1[C:10](=[CH:11][C:12]2[NH:13][C:14]3[CH2:15][CH2:16][CH2:17][CH2:18][C:19]=3[C:20]=2[CH2:21][CH2:22][C:23](O)=[O:24])[C:9]2[C:4](=[CH:5][CH:6]=[CH:7][CH:8]=2)[NH:3]1.C(N1C=CN=C1)(N1C=CN=C1)=O.[NH:38]1[CH2:43][CH2:42][O:41][CH2:40][CH2:39]1.O. The catalyst is CN(C)C=O. The product is [N:38]1([C:23](=[O:24])[CH2:22][CH2:21][C:20]2[C:19]3[CH2:18][CH2:17][CH2:16][CH2:15][C:14]=3[NH:13][C:12]=2[CH:11]=[C:10]2[C:9]3[C:4](=[CH:5][CH:6]=[CH:7][CH:8]=3)[NH:3][C:2]2=[O:1])[CH2:43][CH2:42][O:41][CH2:40][CH2:39]1. The yield is 0.800. (5) The reactants are [Cl-].O[NH3+:3].[C:4](=[O:7])([O-])[OH:5].[Na+].CS(C)=O.[CH2:13]([O:17][C:18]1[CH:23]=[CH:22][C:21]([N:24]2[C:29](=[O:30])[C:28]([CH2:31][C:32]3[CH:37]=[CH:36][C:35]([C:38]4[C:39]([C:44]#[N:45])=[CH:40][CH:41]=[CH:42][CH:43]=4)=[CH:34][CH:33]=3)=[C:27]([CH2:46][CH2:47][CH3:48])[N:26]=[C:25]2[CH3:49])=[CH:20][CH:19]=1)[CH:14]([CH3:16])[CH3:15]. The catalyst is O.C(OCC)(=O)C. The product is [CH2:13]([O:17][C:18]1[CH:19]=[CH:20][C:21]([N:24]2[C:29](=[O:30])[C:28]([CH2:31][C:32]3[CH:33]=[CH:34][C:35]([C:38]4[CH:43]=[CH:42][CH:41]=[CH:40][C:39]=4[C:44]4[NH:3][C:4](=[O:7])[O:5][N:45]=4)=[CH:36][CH:37]=3)=[C:27]([CH2:46][CH2:47][CH3:48])[N:26]=[C:25]2[CH3:49])=[CH:22][CH:23]=1)[CH:14]([CH3:16])[CH3:15]. The yield is 0.400. (6) The reactants are [Br:1][C:2]1[CH:3]=[CH:4][C:5]2[S:9](=[O:11])(=[O:10])[NH:8][CH:7]([CH3:12])[C:6]=2[CH:13]=1.[O:14]1[CH2:16][CH:15]1[C:17]([O:19][CH3:20])=[O:18].C([O-])([O-])=O.[Cs+].[Cs+]. The catalyst is CN(C=O)C.O. The product is [Br:1][C:2]1[CH:3]=[CH:4][C:5]2[S:9](=[O:10])(=[O:11])[N:8]([CH2:16][CH:15]([OH:14])[C:17]([O:19][CH3:20])=[O:18])[CH:7]([CH3:12])[C:6]=2[CH:13]=1. The yield is 0.360.